This data is from Forward reaction prediction with 1.9M reactions from USPTO patents (1976-2016). The task is: Predict the product of the given reaction. (1) Given the reactants Br[CH2:2][C:3]([O:5][C:6]([CH3:9])([CH3:8])[CH3:7])=[O:4].[Cl:10][C:11]1[CH:12]=[C:13]([OH:32])[CH:14]=[CH:15][C:16]=1[CH:17]([CH3:31])[C:18]([OH:30])([C:23]1[CH:28]=[N:27][C:26]([CH3:29])=[CH:25][N:24]=1)[C:19]([F:22])([F:21])[F:20], predict the reaction product. The product is: [C:6]([O:5][C:3](=[O:4])[CH2:2][O:32][C:13]1[CH:14]=[CH:15][C:16]([CH:17]([CH3:31])[C:18]([OH:30])([C:23]2[CH:28]=[N:27][C:26]([CH3:29])=[CH:25][N:24]=2)[C:19]([F:20])([F:21])[F:22])=[C:11]([Cl:10])[CH:12]=1)([CH3:9])([CH3:8])[CH3:7]. (2) Given the reactants C(OC([N:8]1[CH2:12][CH:11]([F:13])[CH2:10][C@@H:9]1[CH2:14][C:15]1[C:23]2[C:18](=[CH:19][CH:20]=[CH:21][CH:22]=2)[NH:17][C:16]=1[CH3:24])=O)(C)(C)C.FC(F)(F)C(O)=O, predict the reaction product. The product is: [F:13][CH:11]1[CH2:12][NH:8][C@@H:9]([CH2:14][C:15]2[C:23]3[C:18](=[CH:19][CH:20]=[CH:21][CH:22]=3)[NH:17][C:16]=2[CH3:24])[CH2:10]1. (3) Given the reactants [Cl:1][C:2]1[CH:21]=[CH:20][C:19]([C:22]2[C:23]([C:29]#N)=[N:24][C:25]([CH3:28])=[CH:26][CH:27]=2)=[CH:18][C:3]=1[C:4]([NH:6][CH2:7][C:8]12[CH2:17][CH:12]3[CH2:13][CH:14]([CH2:16][CH:10]([CH2:11]3)[CH2:9]1)[CH2:15]2)=[O:5].[OH-:31].[K+].[OH2:33], predict the reaction product. The product is: [Cl:1][C:2]1[CH:21]=[CH:20][C:19]([C:22]2[C:23]([C:29]([OH:33])=[O:31])=[N:24][C:25]([CH3:28])=[CH:26][CH:27]=2)=[CH:18][C:3]=1[C:4]([NH:6][CH2:7][C:8]12[CH2:15][CH:14]3[CH2:16][CH:10]([CH2:11][CH:12]([CH2:13]3)[CH2:17]1)[CH2:9]2)=[O:5]. (4) Given the reactants [CH3:1][C:2]1([CH3:16])[C:10]2[CH2:9][CH:8]([CH3:11])[CH2:7][C:6](=O)[C:5]=2[C:4]([CH3:14])([CH3:13])[CH:3]1[CH3:15].[C:17](O)(=O)C.[CH:21]([NH2:23])=[NH:22], predict the reaction product. The product is: [CH3:1][C:2]1([CH3:16])[C:10]2[C:9]3[C:8]([CH:7]([CH3:17])[CH2:6][C:5]=2[C:4]([CH3:14])([CH3:13])[CH:3]1[CH3:15])=[CH:11][N:23]=[CH:21][N:22]=3. (5) Given the reactants [CH3:1][Si:2]([CH3:33])([CH3:32])[CH2:3][CH2:4][O:5][CH2:6][N:7]1[C:15]2[CH2:14][CH2:13][CH:12]([C:16]3C=NN(COCC[Si](C)(C)C)C=3)[CH2:11][C:10]=2[C:9]([C:29]([OH:31])=[O:30])=[N:8]1.C12CC(C1)CCC2=O, predict the reaction product. The product is: [CH3:33][Si:2]([CH3:32])([CH3:1])[CH2:3][CH2:4][O:5][CH2:6][N:7]1[C:15]2[CH:14]3[CH2:13][CH:12]([CH2:16]3)[CH2:11][C:10]=2[C:9]([C:29]([OH:31])=[O:30])=[N:8]1. (6) Given the reactants [OH:1][C:2]1[CH:3]=[C:4]([CH:7]=[CH:8][CH:9]=1)[CH:5]=[O:6].I[CH2:11][CH2:12][CH:13]([CH3:15])[CH3:14].[I-].[Na+], predict the reaction product. The product is: [CH2:11]([O:1][C:2]1[CH:3]=[C:4]([CH:7]=[CH:8][CH:9]=1)[CH:5]=[O:6])[CH2:12][CH:13]([CH3:15])[CH3:14]. (7) Given the reactants [Cl:1][C:2]1[C:7](=[O:8])[N:6]([C:9]2[CH:10]=[C:11]([CH:19]=[CH:20][C:21]=2[CH3:22])[C:12]([NH:14][CH2:15][C:16](N)=[O:17])=[O:13])[CH:5]=[N:4][C:3]=1[O:23][CH2:24][C:25]1[CH:30]=[CH:29][C:28]([F:31])=[CH:27][C:26]=1[F:32].Cl.N[CH2:35]C(N)=O, predict the reaction product. The product is: [Cl:1][C:2]1[C:7](=[O:8])[N:6]([C:9]2[CH:10]=[C:11]([CH:19]=[CH:20][C:21]=2[CH3:22])[C:12]([NH:14][C@@H:15]([CH3:35])[CH2:16][OH:17])=[O:13])[CH:5]=[N:4][C:3]=1[O:23][CH2:24][C:25]1[CH:30]=[CH:29][C:28]([F:31])=[CH:27][C:26]=1[F:32]. (8) Given the reactants [Br:1][C:2]1[CH:11]=[C:10]2[C:5]([CH2:6][CH2:7][CH2:8][C:9]2([CH3:13])[CH3:12])=[C:4]([O:14][CH3:15])[CH:3]=1.C(OCC)(=[O:18])C, predict the reaction product. The product is: [Br:1][C:2]1[CH:11]=[C:10]2[C:5](=[C:4]([O:14][CH3:15])[CH:3]=1)[C:6](=[O:18])[CH2:7][CH2:8][C:9]2([CH3:12])[CH3:13].